From a dataset of Catalyst prediction with 721,799 reactions and 888 catalyst types from USPTO. Predict which catalyst facilitates the given reaction. (1) Reactant: Cl[C:2]1[CH:7]=[CH:6][N:5]=[C:4]([S:8][CH3:9])[N:3]=1.[O-:10][CH2:11][CH3:12].[Na+]. Product: [CH2:11]([O:10][C:2]1[CH:7]=[CH:6][N:5]=[C:4]([S:8][CH3:9])[N:3]=1)[CH3:12]. The catalyst class is: 8. (2) Reactant: [CH:1]([NH:3][C:4]1[CH:9]=[CH:8][C:7]([CH3:10])=[CH:6][C:5]=1[N+:11]([O-:13])=[O:12])=O.[H-].[Na+].ClC1[N:22]=[C:21]([O:23][CH3:24])[N:20]=[C:19]([O:25][CH3:26])[N:18]=1.[OH-].[Na+]. Product: [CH3:26][O:25][C:19]1[N:20]=[C:21]([O:23][CH3:24])[N:22]=[C:1]([NH:3][C:4]2[CH:9]=[CH:8][C:7]([CH3:10])=[CH:6][C:5]=2[N+:11]([O-:13])=[O:12])[N:18]=1. The catalyst class is: 7. (3) Reactant: Cl[C:2]1[C:3]2[C:4](=[CH:13][N:14](CC3C=CC(OC)=CC=3)[N:15]=2)[N:5]=[C:6]([C:8]2[S:9][CH:10]=[CH:11][CH:12]=2)[N:7]=1.[NH2:25][C:26]1[CH:27]=[C:28]([S:32]([NH:35][CH:36]2[CH2:38][CH2:37]2)(=[O:34])=[O:33])[CH:29]=[CH:30][CH:31]=1.Cl. Product: [CH:36]1([NH:35][S:32]([C:28]2[CH:29]=[CH:30][CH:31]=[C:26]([NH:25][C:2]3[C:3]4[NH:15][N:14]=[CH:13][C:4]=4[N:5]=[C:6]([C:8]4[S:9][CH:10]=[CH:11][CH:12]=4)[N:7]=3)[CH:27]=2)(=[O:34])=[O:33])[CH2:38][CH2:37]1. The catalyst class is: 71.